From a dataset of Catalyst prediction with 721,799 reactions and 888 catalyst types from USPTO. Predict which catalyst facilitates the given reaction. (1) Reactant: [C:1]([O:5][C:6]([NH:8][C@H:9]([CH2:14][C:15]([N:17]1[CH2:22][CH2:21][C:20](=[C:23]2[C:29]3[CH:30]=[CH:31][CH:32]=[CH:33][C:28]=3[CH:27]=[CH:26][C:25]3[CH:34]=[CH:35][CH:36]=[CH:37][C:24]2=3)[CH2:19][CH2:18]1)=[O:16])[C:10](OC)=[O:11])=[O:7])(C)(C)[CH3:2].Cl.C(OCC)(=O)C.C(OC(OCC)=O)(=O)OCC.C(N(CC)CC)C.[Cl-].[NH4+]. Product: [CH:33]1[C:28]2[CH:27]=[CH:26][C:25]3[CH:34]=[CH:35][CH:36]=[CH:37][C:24]=3[C:23](=[C:20]3[CH2:19][CH2:18][N:17]([C:15](=[O:16])[CH2:14][C@@H:9]([NH:8][C:6](=[O:7])[O:5][CH2:1][CH3:2])[CH2:10][OH:11])[CH2:22][CH2:21]3)[C:29]=2[CH:30]=[CH:31][CH:32]=1. The catalyst class is: 13. (2) Reactant: [C:1]([C:3]1[CH:23]=[CH:22][C:6]([O:7][CH2:8][CH:9]2[CH2:14][CH2:13][N:12]([C:15]([O:17][C:18]([CH3:21])([CH3:20])[CH3:19])=[O:16])[CH2:11][CH2:10]2)=[CH:5][CH:4]=1)#[N:2].Cl.[NH2:25][OH:26].C(N(CC)CC)C. Product: [OH:26][N:25]=[C:1]([C:3]1[CH:4]=[CH:5][C:6]([O:7][CH2:8][CH:9]2[CH2:10][CH2:11][N:12]([C:15]([O:17][C:18]([CH3:19])([CH3:20])[CH3:21])=[O:16])[CH2:13][CH2:14]2)=[CH:22][CH:23]=1)[NH2:2]. The catalyst class is: 8. (3) Reactant: [Br:1][C:2]1[CH:3]=[C:4]([C:9]2[CH:14]=[C:13]([Cl:15])[N:12]=[CH:11][C:10]=2[NH2:16])[C:5](F)=[N:6][CH:7]=1.C[Si]([N-][Si](C)(C)C)(C)C.[Na+]. Product: [Br:1][C:2]1[CH:7]=[N:6][C:5]2[NH:16][C:10]3[CH:11]=[N:12][C:13]([Cl:15])=[CH:14][C:9]=3[C:4]=2[CH:3]=1. The catalyst class is: 1. (4) Reactant: [H-].[H-].[H-].[H-].[Li+].[Al+3].[CH3:7][C:8]1([CH3:25])[C:12]([CH3:14])([CH3:13])[O:11][B:10]([C:15]2[CH:16]=[C:17]([CH:22]=[CH:23][CH:24]=2)[C:18](OC)=[O:19])[O:9]1.O. Product: [CH3:13][C:12]1([CH3:14])[C:8]([CH3:7])([CH3:25])[O:9][B:10]([C:15]2[CH:16]=[C:17]([CH2:18][OH:19])[CH:22]=[CH:23][CH:24]=2)[O:11]1. The catalyst class is: 1. (5) Reactant: [Cl:1][C:2]1[CH:3]=[C:4]([S:8]([N:11]2[C:15]([C:16]3[CH:21]=[CH:20][CH:19]=[CH:18][CH:17]=3)=[C:14]([CH3:22])[C:13]([C:23](OC)=[O:24])=[CH:12]2)(=[O:10])=[O:9])[CH:5]=[CH:6][CH:7]=1.C1(C)C=CC=CC=1.[H-].C([Al+]CC(C)C)C(C)C.Cl. Product: [Cl:1][C:2]1[CH:3]=[C:4]([S:8]([N:11]2[C:15]([C:16]3[CH:21]=[CH:20][CH:19]=[CH:18][CH:17]=3)=[C:14]([CH3:22])[C:13]([CH:23]=[O:24])=[CH:12]2)(=[O:9])=[O:10])[CH:5]=[CH:6][CH:7]=1. The catalyst class is: 7. (6) Reactant: [N+:1]([O-:4])(O)=[O:2].[F:5][C:6]1[CH:13]=[CH:12][CH:11]=[C:10]([F:14])[C:7]=1[CH:8]=[O:9]. Product: [F:5][C:6]1[C:13]([N+:1]([O-:4])=[O:2])=[CH:12][CH:11]=[C:10]([F:14])[C:7]=1[CH:8]=[O:9]. The catalyst class is: 65. (7) Reactant: Br[C:2]1[CH:3]=[C:4]([CH:8]=[C:9]2[CH2:14][CH2:13][N:12]([C:15]([O:17][C:18]([CH3:21])([CH3:20])[CH3:19])=[O:16])[CH2:11][CH2:10]2)[CH:5]=[CH:6][CH:7]=1.[C:22]([C:24]1[CH:25]=[C:26](B(O)O)[CH:27]=[CH:28][CH:29]=1)#[N:23].C([O-])([O-])=O.[K+].[K+]. Product: [C:22]([C:24]1[CH:29]=[C:28]([C:2]2[CH:7]=[CH:6][CH:5]=[C:4]([CH:8]=[C:9]3[CH2:14][CH2:13][N:12]([C:15]([O:17][C:18]([CH3:21])([CH3:20])[CH3:19])=[O:16])[CH2:11][CH2:10]3)[CH:3]=2)[CH:27]=[CH:26][CH:25]=1)#[N:23]. The catalyst class is: 38.